From a dataset of Forward reaction prediction with 1.9M reactions from USPTO patents (1976-2016). Predict the product of the given reaction. (1) Given the reactants [NH2:1][C:2]1[C:3]2[S:10][CH:9]=[C:8](/[CH:11]=[CH:12]/[C:13]3[CH:14]=[C:15]([CH:19]=[CH:20][C:21]=3[CH3:22])[C:16]([OH:18])=O)[C:4]=2[N:5]=[CH:6][N:7]=1.[F:23][C:24]([F:33])([F:32])[C:25]1[CH:26]=[C:27]([NH2:31])[CH:28]=[CH:29][CH:30]=1.CN(C(ON1N=NC2C=CC=NC1=2)=[N+](C)C)C.F[P-](F)(F)(F)(F)F, predict the reaction product. The product is: [NH2:1][C:2]1[C:3]2[S:10][CH:9]=[C:8](/[CH:11]=[CH:12]/[C:13]3[CH:14]=[C:15]([CH:19]=[CH:20][C:21]=3[CH3:22])[C:16]([NH:31][C:27]3[CH:28]=[CH:29][CH:30]=[C:25]([C:24]([F:23])([F:32])[F:33])[CH:26]=3)=[O:18])[C:4]=2[N:5]=[CH:6][N:7]=1. (2) Given the reactants [CH2:1]([C:8]1[S:12][C:11]([NH:13][C:14](=[O:29])[CH2:15][CH2:16][C:17]([C:19]2[CH:24]=[CH:23][C:22]([O:25][CH2:26][CH3:27])=[C:21](Br)[CH:20]=2)=[O:18])=[N:10][C:9]=1[C:30]1[CH:35]=[CH:34][CH:33]=[CH:32][CH:31]=1)[C:2]1[CH:7]=[CH:6][CH:5]=[CH:4][CH:3]=1.C1(P(C2C=CC=CC=2)C2C=CC=CC=2)C=CC=CC=1.C(N(CC)CC)C.[C:62]([O:66][CH2:67][CH3:68])(=[O:65])[CH:63]=[CH2:64], predict the reaction product. The product is: [CH2:1]([C:8]1[S:12][C:11]([NH:13][C:14](=[O:29])[CH2:15][CH2:16][C:17]([C:19]2[CH:24]=[CH:23][C:22]([O:25][CH2:26][CH3:27])=[C:21](/[CH:64]=[CH:63]/[C:62]([O:66][CH2:67][CH3:68])=[O:65])[CH:20]=2)=[O:18])=[N:10][C:9]=1[C:30]1[CH:35]=[CH:34][CH:33]=[CH:32][CH:31]=1)[C:2]1[CH:7]=[CH:6][CH:5]=[CH:4][CH:3]=1. (3) Given the reactants [C:1](=[O:4])([O-])[O-:2].[K+].[K+].[CH3:7][NH:8][N:9]=[C:10](C)[C:11](OCC)=O.[CH2:17]([C:19]1[CH:24]=[C:23]([CH3:25])[CH:22]=[C:21]([CH2:26][CH3:27])[C:20]=1[CH2:28][C:29](Cl)=[O:30])[CH3:18].[C:32](#N)[CH3:33], predict the reaction product. The product is: [C:1]([O:2][CH2:11][CH:10]=[N:9][N:8]([C:29](=[O:30])[CH2:28][C:20]1[C:19]([CH2:17][CH3:18])=[CH:24][C:23]([CH3:25])=[CH:22][C:21]=1[CH2:26][CH3:27])[CH3:7])(=[O:4])[CH2:32][CH3:33].